Dataset: Forward reaction prediction with 1.9M reactions from USPTO patents (1976-2016). Task: Predict the product of the given reaction. (1) The product is: [OH:36][CH2:35][C@@H:34]([NH:33][C:3]([C:2]1[CH:5]=[C:24]2[C:18](=[CH:19][CH:20]=1)[CH:31]=[N:29][C:30]([NH:13][C@H:12]1[CH2:11][CH2:10][O:9][CH2:8][C@H:7]1[F:6])=[CH:26]2)=[O:4])[C:37]1[CH:42]=[CH:41][C:40]([O:43][CH3:44])=[CH:39][CH:38]=1. Given the reactants N[C@@H:2]([CH3:5])[CH2:3][OH:4].[F:6][C@H:7]1[C@@H:12]([NH2:13])[CH2:11][CH2:10][O:9][CH2:8]1.Cl.FC1C=[C:18]([C@@H:24]([C:26]2C=N[N:29]([CH3:31])[CH:30]=2)N)[CH:19]=[CH:20]C=1OC.Cl.[NH2:33][C@@H:34]([C:37]1[CH:42]=[CH:41][C:40]([O:43][CH3:44])=[CH:39][CH:38]=1)[CH2:35][OH:36], predict the reaction product. (2) Given the reactants Br[C:2]1[C:6]2[N:7]=[C:8]([C:22]3[CH:27]=[CH:26][N:25]=[CH:24][CH:23]=3)[N:9]=[C:10]([NH:11][CH2:12][C@@H:13]([NH2:21])[CH2:14][C:15]3[CH:20]=[CH:19][CH:18]=[CH:17][CH:16]=3)[C:5]=2[S:4][C:3]=1C.CNC.F[B-](F)(F)F.C([PH+](C(C)(C)C)C(C)(C)C)(C)(C)C.C1C[CH2:59][N:58]2[C:53](=NCC[CH2:57]2)CC1.[O:61]1CCOCC1, predict the reaction product. The product is: [CH3:53][N:58]([CH3:59])[C:57]([C:2]1[C:6]2[N:7]=[C:8]([C:22]3[CH:23]=[CH:24][N:25]=[CH:26][CH:27]=3)[N:9]=[C:10]([NH:11][CH2:12][C@@H:13]([NH2:21])[CH2:14][C:15]3[CH:20]=[CH:19][CH:18]=[CH:17][CH:16]=3)[C:5]=2[S:4][CH:3]=1)=[O:61]. (3) Given the reactants CC1C=C(C)C=C(C)C=1S(O[C:14]1[C:19]([CH2:20][C:21]2[CH:26]=[CH:25][C:24]([CH2:27][C:28]#[N:29])=[CH:23][CH:22]=2)=[C:18]([CH3:30])[N:17]=[C:16]([NH2:31])[N:15]=1)(=O)=O.[CH2:32]([NH2:36])[CH2:33][CH2:34][CH3:35], predict the reaction product. The product is: [NH2:31][C:16]1[N:15]=[C:14]([NH:36][CH2:32][CH2:33][CH2:34][CH3:35])[C:19]([CH2:20][C:21]2[CH:22]=[CH:23][C:24]([CH2:27][C:28]#[N:29])=[CH:25][CH:26]=2)=[C:18]([CH3:30])[N:17]=1. (4) Given the reactants [CH2:1]([O:8][NH:9][C@H:10]1[CH2:14][N:13](C(=O)C(F)(F)F)[C@H:12]([C:21]([O:23][CH2:24][CH:25]=[CH2:26])=[O:22])[CH2:11]1)[C:2]1[CH:7]=[CH:6][CH:5]=[CH:4][CH:3]=1.[BH4-].[Na+], predict the reaction product. The product is: [CH2:1]([O:8][NH:9][C@H:10]1[CH2:14][NH:13][C@H:12]([C:21]([O:23][CH2:24][CH:25]=[CH2:26])=[O:22])[CH2:11]1)[C:2]1[CH:3]=[CH:4][CH:5]=[CH:6][CH:7]=1. (5) Given the reactants [H-].[Al+3].[Li+].[H-].[H-].[H-].[O:7]1[CH2:12][C:11](=O)[NH:10][C:9]2[CH:14]=[CH:15][CH:16]=[CH:17][C:8]1=2.CCOC(C)=O, predict the reaction product. The product is: [O:7]1[CH2:12][CH2:11][NH:10][C:9]2[CH:14]=[CH:15][CH:16]=[CH:17][C:8]1=2. (6) Given the reactants [Cl:1][C:2]1[CH:7]=[CH:6][C:5]([CH:8]2[CH2:13][C:12](=[O:14])[NH:11][C:10]([CH3:15])=[C:9]2[C:16]([OH:18])=O)=[C:4]([F:19])[CH:3]=1.[H-].[Na+].COS([O:27][CH3:28])(=O)=O.[CH3:29]N(C=O)C, predict the reaction product. The product is: [Cl:1][C:2]1[CH:7]=[CH:6][C:5]([CH:8]2[CH2:13][C:12](=[O:14])[N:11]([CH3:29])[C:10]([CH3:15])=[C:9]2[C:16]([O:27][CH3:28])=[O:18])=[C:4]([F:19])[CH:3]=1. (7) Given the reactants [ClH:1].O1CCOCC1.[CH:8]1([CH2:11][C@H:12]([NH:18]C(=O)OC(C)(C)C)[C:13]([N:15]([CH3:17])[CH3:16])=[O:14])[CH2:10][CH2:9]1, predict the reaction product. The product is: [ClH:1].[NH2:18][C@@H:12]([CH2:11][CH:8]1[CH2:10][CH2:9]1)[C:13]([N:15]([CH3:17])[CH3:16])=[O:14].